Dataset: Reaction yield outcomes from USPTO patents with 853,638 reactions. Task: Predict the reaction yield, written as a fraction of the theoretical maximum amount of product (1.0 means a 100% yield; for example, 0.34 means a 34% yield). (1) The reactants are [Cl:1][C:2]1[N:7]=[C:6](Cl)[C:5]([F:9])=[CH:4][N:3]=1.N#N.[CH2:12]1[CH2:22][O:21][C:20]2[CH:19]=[CH:18][C:16]([NH2:17])=[CH:15][C:14]=2[O:13]1.Cl. The catalyst is O.CO. The product is [Cl:1][C:2]1[N:7]=[C:6]([NH:17][C:16]2[CH:18]=[CH:19][C:20]3[O:21][CH2:22][CH2:12][O:13][C:14]=3[CH:15]=2)[C:5]([F:9])=[CH:4][N:3]=1. The yield is 0.780. (2) The reactants are Br[C:2]1[CH:7]=[CH:6][CH:5]=[CH:4][CH:3]=1.[Li]C(C)(C)C.[C:13]1([C@@H:19]([N@:21]2[CH2:23][CH:22]2[CH:24]=[O:25])[CH3:20])[CH:18]=[CH:17][CH:16]=[CH:15][CH:14]=1.O. The catalyst is C1COCC1. The product is [C:2]1([C@H:24]([CH:22]2[CH2:23][N@@:21]2[C@H:19]([C:13]2[CH:18]=[CH:17][CH:16]=[CH:15][CH:14]=2)[CH3:20])[OH:25])[CH:7]=[CH:6][CH:5]=[CH:4][CH:3]=1. The yield is 0.860. (3) The reactants are [CH:1]1[CH:2]=[CH:3][C:4]([C@H:7]([NH2:11])[C:8]([OH:10])=[O:9])=[CH:5][CH:6]=1.[CH:12]1(O)[CH2:16][CH2:15][CH2:14][CH2:13]1.[C:18]1([CH3:28])[CH:23]=[CH:22][C:21]([S:24]([OH:27])(=[O:26])=[O:25])=[CH:20][CH:19]=1. The catalyst is C1CCCCC1. The product is [S:24]([C:21]1[CH:22]=[CH:23][C:18]([CH3:28])=[CH:19][CH:20]=1)([OH:27])(=[O:26])=[O:25].[NH2:11][C@@H:7]([C:4]1[CH:3]=[CH:2][CH:1]=[CH:6][CH:5]=1)[C:8]([O:10][CH:12]1[CH2:16][CH2:15][CH2:14][CH2:13]1)=[O:9]. The yield is 0.850. (4) The reactants are CO[CH2:3][CH2:4][N:5]1[CH2:10][CH2:9][N:8]2[N:11]=[C:12]([N+:14]([O-:16])=[O:15])[CH:13]=[C:7]2[CH2:6]1.[NH2:17][CH2:18]CC#N. No catalyst specified. The product is [N+:14]([C:12]1[CH:13]=[C:7]2[CH2:6][N:5]([CH2:4][CH2:3][C:18]#[N:17])[CH2:10][CH2:9][N:8]2[N:11]=1)([O-:16])=[O:15]. The yield is 0.810. (5) The reactants are C(Cl)(=O)C(Cl)=O.[CH2:7]([CH:14]1[CH2:18][NH:17][C:16]([C:19]2[S:23][C:22]([N:24]3[CH2:28][CH2:27][N:26]([CH2:29][C:30]4[CH:35]=[CH:34][C:33]([F:36])=[CH:32][CH:31]=4)[C:25]3=[O:37])=[CH:21][C:20]=2[CH3:38])=[N:15]1)[C:8]1[CH:13]=[CH:12][CH:11]=[CH:10][CH:9]=1.C(N(CC)CC)C. The product is [CH2:7]([C:14]1[N:15]=[C:16]([C:19]2[S:23][C:22]([N:24]3[CH2:28][CH2:27][N:26]([CH2:29][C:30]4[CH:31]=[CH:32][C:33]([F:36])=[CH:34][CH:35]=4)[C:25]3=[O:37])=[CH:21][C:20]=2[CH3:38])[NH:17][CH:18]=1)[C:8]1[CH:13]=[CH:12][CH:11]=[CH:10][CH:9]=1. The yield is 0.0900. The catalyst is ClCCl. (6) The catalyst is ClCCl. The product is [C:1]([NH:4][C:5]1[CH:13]=[CH:12][C:8]([C:9]([NH:24][C:23]2[CH:25]=[CH:26][C:27]([O:28][CH2:29][C:30]([NH2:32])([CH3:35])[CH3:31])=[C:21]([C:16]3[N:17]([CH3:20])[N:18]=[CH:19][C:15]=3[Br:14])[CH:22]=2)=[O:10])=[CH:7][CH:6]=1)(=[O:3])[CH3:2]. The yield is 0.220. The reactants are [C:1]([NH:4][C:5]1[CH:13]=[CH:12][C:8]([C:9](Cl)=[O:10])=[CH:7][CH:6]=1)(=[O:3])[CH3:2].[Br:14][C:15]1[CH:19]=[N:18][N:17]([CH3:20])[C:16]=1[C:21]1[CH:22]=[C:23]([CH:25]=[CH:26][C:27]=1[O:28][CH2:29][C:30]([CH3:35])([N+:32]([O-])=O)[CH3:31])[NH2:24].C(N(CC)C(C)C)(C)C. (7) The reactants are [CH3:1][CH:2]([C:6]1[CH:11]=[C:10]([C:12]([F:15])([F:14])[F:13])[CH:9]=[C:8]([C:16]([F:19])([F:18])[F:17])[CH:7]=1)[C:3]([O-:5])=[O:4].C1([NH2+]C2CCCCC2)CCCCC1. The catalyst is C(OCC)(=O)C. The product is [CH3:1][CH:2]([C:6]1[CH:7]=[C:8]([C:16]([F:17])([F:18])[F:19])[CH:9]=[C:10]([C:12]([F:13])([F:14])[F:15])[CH:11]=1)[C:3]([OH:5])=[O:4]. The yield is 1.00. (8) The reactants are [Br:1][C:2]1[C:3]([F:12])=[C:4]2[C:10]([NH2:11])=[CH:9][NH:8][C:5]2=[N:6][CH:7]=1.[CH3:13][C:14](OC(C)=O)=[O:15]. The catalyst is C1COCC1. The product is [Br:1][C:2]1[C:3]([F:12])=[C:4]2[C:10]([NH:11][C:14](=[O:15])[CH3:13])=[CH:9][NH:8][C:5]2=[N:6][CH:7]=1. The yield is 0.670.